Dataset: Full USPTO retrosynthesis dataset with 1.9M reactions from patents (1976-2016). Task: Predict the reactants needed to synthesize the given product. Given the product [CH:1]1[CH:6]=[CH:5][C:4]([C:10]([OH:12])=[O:11])=[C:3]([C:13]2[C:14]3[CH:19]=[CH:18][C:17]([OH:20])=[CH:16][C:15]=3[O:21][C:22]3[C:23]=2[CH:24]=[CH:25][C:26]([CH:27]=3)=[O:28])[CH:2]=1, predict the reactants needed to synthesize it. The reactants are: [CH:1]1[C:6](N=C=S)=[CH:5][C:4]2[C:10]([O:12][C:13]3([C:23]4[CH:24]=[CH:25][C:26]([OH:28])=[CH:27][C:22]=4[O:21][C:15]4[CH:16]=[C:17]([OH:20])[CH:18]=[CH:19][C:14]3=4)[C:3]=2[CH:2]=1)=[O:11].[Cl-].[NH4+].C1C=CC(N)=CC=1.OCC(CO)O.